This data is from Forward reaction prediction with 1.9M reactions from USPTO patents (1976-2016). The task is: Predict the product of the given reaction. The product is: [NH3:3].[C:18]([C:17]1[CH:16]=[CH:15][C:14]([O:13][CH2:12][CH:11]([OH:22])[CH2:10][N:3]2[CH2:4][CH:5]3[CH2:9][CH:1]([CH2:8][N:7]([C:33]([NH:32][S:29]([C:26]4[CH:27]=[CH:28][C:23]([CH3:35])=[CH:24][CH:25]=4)(=[O:31])=[O:30])=[O:34])[CH2:6]3)[CH2:2]2)=[CH:21][CH:20]=1)#[N:19]. Given the reactants [CH:1]12[CH2:9][CH:5]([CH2:6][NH:7][CH2:8]1)[CH2:4][N:3]([CH2:10][CH:11]([OH:22])[CH2:12][O:13][C:14]1[CH:21]=[CH:20][C:17]([C:18]#[N:19])=[CH:16][CH:15]=1)[CH2:2]2.[C:23]1([CH3:35])[CH:28]=[CH:27][C:26]([S:29]([N:32]=[C:33]=[O:34])(=[O:31])=[O:30])=[CH:25][CH:24]=1, predict the reaction product.